This data is from In vitro SARS-CoV-2 activity screen of 1,480 approved drugs from Prestwick library. The task is: Binary Classification. Given a drug SMILES string, predict its activity (active/inactive) in a high-throughput screening assay against a specified biological target. (1) The drug is CCCCOc1ccc(OCCCN2CCOCC2)cc1.Cl. The result is 0 (inactive). (2) The drug is CN1CCc2cccc3c2[C@H]1Cc1ccc(O)c(O)c1-3.Cl.O. The result is 0 (inactive). (3) The molecule is Cc1nc2ccc(CN(C)c3ccc(C(=O)N[C@@H](CCC(=O)O)C(=O)O)s3)cc2c(=O)[nH]1. The result is 0 (inactive). (4) The compound is C[C@@H](N)[C@@H](O)c1ccccc1.Cl. The result is 0 (inactive). (5) The compound is CCCCNC(=O)NS(=O)(=O)c1ccc(C)cc1. The result is 0 (inactive). (6) The compound is CN1CCN(C(c2ccccc2)c2ccc(Cl)cc2)CC1.Cl. The result is 0 (inactive). (7) The compound is O=c1[nH]c(=O)n([C@H]2C[C@H](O)[C@@H](CO)O2)cc1/C=C/Br. The result is 0 (inactive).